From a dataset of Plasma protein binding rate (PPBR) regression data from AstraZeneca. Regression/Classification. Given a drug SMILES string, predict its absorption, distribution, metabolism, or excretion properties. Task type varies by dataset: regression for continuous measurements (e.g., permeability, clearance, half-life) or binary classification for categorical outcomes (e.g., BBB penetration, CYP inhibition). For this dataset (ppbr_az), we predict Y. (1) The compound is O=C(NCc1ccc(OC(F)(F)F)cc1)C1c2ccccc2C(=O)N1C1CCOCC1. The Y is 90.5 %. (2) The molecule is CCCN(c1cccc(C#N)c1)P(=O)(c1ccccc1)c1ccccc1. The Y is 99.4 %. (3) The compound is Cc1noc(NS(=O)(=O)c2ccc(N)cc2)c1C. The Y is 91.3 %. (4) The molecule is C[C@@](C(=O)O[C@H]1C[N+]2(CCOCCc3ccccc3)CCC1CC2)(c1ccccc1)N1CCCCC1. The Y is 97.5 %. (5) The molecule is O=C(Nc1nc2ccccc2n1CCCO)c1cccc([N+](=O)[O-])c1. The Y is 92.0 %. (6) The compound is CC(C)(C)COc1ccc(-n2cc(C(=O)O)cn2)cc1C#N. The Y is 97.8 %. (7) The molecule is CC1Cc2ccccc2N1NC(=O)c1ccc(Cl)c(S(N)(=O)=O)c1. The Y is 79.5 %. (8) The drug is CO[C@H]1CC[C@]2(CC1)Cc1ccc(OCC(C)C)cc1C21N=C(C)C(N)=N1. The Y is 79.9 %. (9) The molecule is CC(=O)Nc1ccc2ccn(-c3cc(NC4COC4)n4ncc(C#N)c4n3)c2c1. The Y is 87.6 %. (10) The drug is Cc1oc(CN2CCNCC2)cc1C(=O)NCC12CC3CC(CC(C3)C1)C2. The Y is 85.2 %.